Dataset: Forward reaction prediction with 1.9M reactions from USPTO patents (1976-2016). Task: Predict the product of the given reaction. (1) The product is: [CH:8]12[O:14][CH:11]([CH2:12][CH2:13]1)[CH2:10][CH:9]2[C:15]1([OH:17])[CH2:6][CH2:5][CH2:4][CH2:3]1. Given the reactants [Mg].Br[CH2:3][CH2:4][CH2:5][CH2:6]Br.[CH:8]12[O:14][CH:11]([CH2:12][CH2:13]1)[CH2:10][CH:9]2[C:15]([O:17]C)=O.[Cl-].[NH4+], predict the reaction product. (2) Given the reactants [Cl:1][C:2]1[CH:7]=[CH:6][C:5]([C:8]2([C:13]3[CH:18]=[CH:17][C:16]([N+:19]([O-])=[O:20])=[CH:15][CH:14]=3)[O:12][CH2:11][CH2:10][O:9]2)=[CH:4][CH:3]=1.[CH3:22][C:23]1[CH:24]=[C:25]([CH2:29]C#N)[CH:26]=[CH:27][CH:28]=1.[OH-].[Na+].O, predict the reaction product. The product is: [Cl:1][C:2]1[CH:7]=[CH:6][C:5]([C:8]2([C:13]3[CH:14]=[CH:15][C:16]4[C:17]([CH:18]=3)=[C:22]([C:23]3[CH:28]=[CH:27][CH:26]=[C:25]([CH3:29])[CH:24]=3)[O:20][N:19]=4)[O:9][CH2:10][CH2:11][O:12]2)=[CH:4][CH:3]=1. (3) Given the reactants [Br:1][C:2]1[S:6][C:5]([NH:7][C:8](=[O:20])[NH:9][S:10]([C:13]2[CH:18]=[CH:17][CH:16]=[C:15]([CH3:19])[CH:14]=2)(=[O:12])=[O:11])=[N:4][C:3]=1[C:21](OCC)=[O:22].[BH4-].[Na+].Cl, predict the reaction product. The product is: [Br:1][C:2]1[S:6][C:5]([NH:7][C:8]([NH:9][S:10]([C:13]2[CH:18]=[CH:17][CH:16]=[C:15]([CH3:19])[CH:14]=2)(=[O:12])=[O:11])=[O:20])=[N:4][C:3]=1[CH2:21][OH:22]. (4) Given the reactants [Br:1][C:2]1[C:7]2=[N:8][C:9]([C:12]([OH:14])=[O:13])=[CH:10][N:11]=[C:6]2[CH:5]=[N:4][CH:3]=1.[C:15](Cl)(=O)C(Cl)=O, predict the reaction product. The product is: [Br:1][C:2]1[C:7]2=[N:8][C:9]([C:12]([O:14][CH3:15])=[O:13])=[CH:10][N:11]=[C:6]2[CH:5]=[N:4][CH:3]=1. (5) Given the reactants [F:1][C:2]([F:23])([F:22])[C:3]1[CH:8]=[CH:7][CH:6]=[CH:5][C:4]=1[C:9]1[CH:21]=[C:12]2[N:13]=[CH:14][CH:15]=[C:16]([C:17]([O:19]C)=[O:18])[N:11]2[N:10]=1.[OH-].[Na+], predict the reaction product. The product is: [F:23][C:2]([F:1])([F:22])[C:3]1[CH:8]=[CH:7][CH:6]=[CH:5][C:4]=1[C:9]1[CH:21]=[C:12]2[N:13]=[CH:14][CH:15]=[C:16]([C:17]([OH:19])=[O:18])[N:11]2[N:10]=1. (6) Given the reactants [C:1]([O:5][C@@H:6]([C:12]1[C:13]([CH3:34])=[N:14][C:15]([CH3:33])=[C:16]([C:26]2[CH:31]=[CH:30][C:29](O)=[CH:28][CH:27]=2)[C:17]=1[N:18]1[CH2:23][CH2:22][C:21]([CH3:25])([CH3:24])[CH2:20][CH2:19]1)[C:7]([O:9]CC)=[O:8])([CH3:4])([CH3:3])[CH3:2].[Cl:35][C:36]1[CH:41]=[CH:40][C:39]([CH2:42][CH2:43][OH:44])=[CH:38][CH:37]=1.C1C=CC(P(C2C=CC=CC=2)C2C=CC=CC=2)=CC=1.CCOC(/N=N/C(OCC)=O)=O.[OH-].[Na+], predict the reaction product. The product is: [C:1]([O:5][C@@H:6]([C:12]1[C:13]([CH3:34])=[N:14][C:15]([CH3:33])=[C:16]([C:26]2[CH:27]=[CH:28][C:29]([O:44][CH2:43][CH2:42][C:39]3[CH:40]=[CH:41][C:36]([Cl:35])=[CH:37][CH:38]=3)=[CH:30][CH:31]=2)[C:17]=1[N:18]1[CH2:19][CH2:20][C:21]([CH3:25])([CH3:24])[CH2:22][CH2:23]1)[C:7]([OH:9])=[O:8])([CH3:4])([CH3:2])[CH3:3].